Task: Binary Classification. Given a miRNA mature sequence and a target amino acid sequence, predict their likelihood of interaction.. Dataset: Experimentally validated miRNA-target interactions with 360,000+ pairs, plus equal number of negative samples (1) The miRNA is mmu-miR-101c with sequence ACAGUACUGUGAUAACUGA. The protein sequence of the target gene is MDHTDNELQGTNSSGSLGGLDVRRRIPIKLISKQANKAKPAPRTQRTINRMPAKAPPGDEEGFDYNEEERYDCKGGELFANQRRFPGHLFWDFQINILGEKDDTPVHFCDKCGLPIKIYGRMIPCKHVFCYDCAILHEKKGDKMCPGCSDPVQRIEQCTRGSLFMCSIVQGCKRTYLSQRDLQAHINHRHMRAGKPVTRASLENVHPPIAPPPTEIPERFIMPPDKHHMSHIPPKQHIMMPPPPLQHVPHEHYNQPHEDIRAPPAELSMAPPPPRSVSQETFRISTRKHSNLITVPIQDD.... Result: 0 (no interaction). (2) The miRNA is hsa-miR-424-5p with sequence CAGCAGCAAUUCAUGUUUUGAA. The protein sequence of the target gene is MEVQKEAQRIMTLSVWKMYHSRMQRGGLRLHRSLQLSLVMRSARELYLSAKVEALEPEVSLPAALPSDPRLHPPREAESTAETATPDGEHPFPEPMDTQEAPTAEETSACCAPRPAKVSRKRRSSSLSDGGDAGLVPSKKARLEEKEEEEGASSEVADRLQPPPAQAEGAFPNLARVLQRRFSGLLNCSPAAPPTAPPACEAKPACRPADSMLNVLVRAVVAF. Result: 1 (interaction). (3) The miRNA is mmu-miR-143-3p with sequence UGAGAUGAAGCACUGUAGCUC. The protein sequence of the target gene is MSQDRKPIVGSFHFVCALALIVGSMTPFSNELESMVDYSNRNLTHVPKDLPPRTKALSLSQNSISELRMPDISFLSELRVLRLSHNRIRSLDFHVFLFNQDLEYLDVSHNRLQNISCCPMASLRHLDLSFNDFDVLPVCKEFGNLTKLTFLGLSAAKFRQLDLLPVAHLHLSCILLDLVSYHIKGGETESLQIPNTTVLHLVFHPNSLFSVQVNMSVNALGHLQLSNIKLNDENCQRLMTFLSELTRGPTLLNVTLQHIETTWKCSVKLFQFFWPRPVEYLNIYNLTITERIDREEFTYS.... Result: 0 (no interaction). (4) The miRNA is hsa-miR-374a-5p with sequence UUAUAAUACAACCUGAUAAGUG. The protein sequence of the target gene is MKRKSERRSAWATAPPCSRRSSSSSPGVKKSRSSTPQELHRLEQQDDLYLDITDRLCFAILYSRPKSATNEHYFSIDNELEYENFYADFGPLNLAMVYRYCCKINKKLKSITMLRKKIIHFTGTDQRKQANAAFLVGCYMVIYLGRTPEDAYRTLIFGDTAYIPFRDAAYGSCSFYITLLDCFHAVKKAMQYGFFNFNSFNLDEYEHYEKAENGDFNWIIPERFLAFCGPHSRSRLESGYHQHSPETYIPYFKNHNVTTIIRLNKRMYDAKRFTDAGFDHHDLFFPDGSTPAESIVQEFL.... Result: 0 (no interaction). (5) The miRNA is hsa-miR-301a-3p with sequence CAGUGCAAUAGUAUUGUCAAAGC. The protein sequence of the target gene is MVLMQDKGSSQQWPGLGGEGGGTGPLSMLRAALLLISLPWGAQGTASTSLSTAGGHTVPPTGGRYLSIGDGSVMEFEFPEDSEGIIVISSQYPGQANRTAPGPMLRVTSLDTEVLTIKNVSAITWGGGGGFVVSIHSGLAGLAPLHIQLVDAHEAPPTLIEERRDFCIKVSPAEDTPATLSADLAHFSENPILYLLLPLIFVNKCSFGCKVELEVLKGLMQSPQPMLLGLLGQFLVMPLYAFLMAKVFMLPKALALGLIITCSSPGGGGSYLFSLLLGGDVTLAISMTFLSTVAATGFLP.... Result: 1 (interaction).